This data is from Catalyst prediction with 721,799 reactions and 888 catalyst types from USPTO. The task is: Predict which catalyst facilitates the given reaction. (1) Reactant: [CH3:1][O:2][C:3]1[CH:22]=[CH:21][CH:20]=[CH:19][C:4]=1[CH2:5][NH:6][C:7]1[CH:16]=[CH:15][C:14]2[C:9](=[CH:10][CH:11]=[C:12]([CH:17]=[O:18])[CH:13]=2)[N:8]=1.[BH4-].[Na+]. Product: [CH3:1][O:2][C:3]1[CH:22]=[CH:21][CH:20]=[CH:19][C:4]=1[CH2:5][NH:6][C:7]1[CH:16]=[CH:15][C:14]2[C:9](=[CH:10][CH:11]=[C:12]([CH2:17][OH:18])[CH:13]=2)[N:8]=1. The catalyst class is: 5. (2) Reactant: [CH3:1][C:2]1[N:7]=[C:6]([CH2:8]O)[CH:5]=[CH:4][CH:3]=1.C1(P(C2C=CC=CC=2)C2C=CC=CC=2)C=CC=CC=1.C(Br)(Br)(Br)[Br:30]. Product: [Br:30][CH2:8][C:6]1[CH:5]=[CH:4][CH:3]=[C:2]([CH3:1])[N:7]=1. The catalyst class is: 2. (3) Reactant: [Cl:1][C:2]1[C:7]([O:8][CH3:9])=[CH:6][C:5]([O:10][CH3:11])=[CH:4][C:3]=1[C:12]1[C:23](=[O:24])[N:22]([CH2:25][CH2:26][C:27]2[N:32]=[CH:31][C:30]([NH:33][C:34](=[O:40])[O:35][C:36]([CH3:39])([CH3:38])[CH3:37])=[CH:29][CH:28]=2)[C:15]2[N:16]=[C:17]([S:20][CH3:21])[N:18]=[CH:19][C:14]=2[CH:13]=1.C1C=C(Cl)C=C(C(OO)=[O:49])C=1.[O-]S([O-])(=S)=O.[Na+].[Na+]. Product: [Cl:1][C:2]1[C:7]([O:8][CH3:9])=[CH:6][C:5]([O:10][CH3:11])=[CH:4][C:3]=1[C:12]1[C:23](=[O:24])[N:22]([CH2:25][CH2:26][C:27]2[N:32]=[CH:31][C:30]([NH:33][C:34](=[O:40])[O:35][C:36]([CH3:37])([CH3:39])[CH3:38])=[CH:29][CH:28]=2)[C:15]2[N:16]=[C:17]([S:20]([CH3:21])=[O:49])[N:18]=[CH:19][C:14]=2[CH:13]=1. The catalyst class is: 2. (4) Reactant: [Cl:1][C:2]1[CH:28]=[CH:27][C:5]([O:6][C:7]2[N:8]=[CH:9][C:10]([N:13]3[C@@H:17]([C:18]4[CH:23]=[CH:22][CH:21]=[C:20]([O:24]C)[CH:19]=4)[CH2:16][CH2:15][C:14]3=[O:26])=[N:11][CH:12]=2)=[CH:4][CH:3]=1.B(Br)(Br)Br. Product: [Cl:1][C:2]1[CH:3]=[CH:4][C:5]([O:6][C:7]2[N:8]=[CH:9][C:10]([N:13]3[C@@H:17]([C:18]4[CH:23]=[CH:22][CH:21]=[C:20]([OH:24])[CH:19]=4)[CH2:16][CH2:15][C:14]3=[O:26])=[N:11][CH:12]=2)=[CH:27][CH:28]=1. The catalyst class is: 2. (5) Reactant: C([NH:8][C:9]1[C:10]([CH3:23])=[C:11]([CH3:22])[C:12]2[O:16][C:15]([CH3:18])([CH3:17])[C:14](=[O:19])[C:13]=2[C:20]=1[CH3:21])C1C=CC=CC=1. Product: [NH2:8][C:9]1[C:10]([CH3:23])=[C:11]([CH3:22])[C:12]2[O:16][C:15]([CH3:17])([CH3:18])[C:14](=[O:19])[C:13]=2[C:20]=1[CH3:21]. The catalyst class is: 175. (6) Reactant: [Br:1][C:2]1[C:7]([CH3:8])=[CH:6][C:5]([OH:9])=[CH:4][C:3]=1[CH3:10].Cl[CH2:12][CH2:13][C:14]([CH3:17])([OH:16])[CH3:15]. Product: [Br:1][C:2]1[C:7]([CH3:8])=[CH:6][C:5]([O:9][CH2:12][CH2:13][C:14]([CH3:17])([OH:16])[CH3:15])=[CH:4][C:3]=1[CH3:10]. The catalyst class is: 60. (7) Reactant: [S:1]([CH2:4][C:5]([C:7]1[CH:12]=[CH:11][C:10]([C:13]([F:16])([F:15])[F:14])=[CH:9][CH:8]=1)=O)[C:2]#[N:3].S(=O)(=O)(O)[OH:18]. Product: [F:14][C:13]([F:16])([F:15])[C:10]1[CH:11]=[CH:12][C:7]([C:5]2[NH:3][C:2](=[O:18])[S:1][CH:4]=2)=[CH:8][CH:9]=1. The catalyst class is: 15.